Dataset: Catalyst prediction with 721,799 reactions and 888 catalyst types from USPTO. Task: Predict which catalyst facilitates the given reaction. Reactant: [C:1]([O:5][C:6]([N:8]1[CH2:13][CH2:12][NH:11][CH2:10][CH2:9]1)=[O:7])([CH3:4])([CH3:3])[CH3:2].[H-].[Na+].Br[CH2:17][C:18]#[N:19].CO. Product: [C:1]([O:5][C:6]([N:8]1[CH2:13][CH2:12][N:11]([CH2:17][C:18]#[N:19])[CH2:10][CH2:9]1)=[O:7])([CH3:4])([CH3:2])[CH3:3]. The catalyst class is: 1.